From a dataset of Forward reaction prediction with 1.9M reactions from USPTO patents (1976-2016). Predict the product of the given reaction. (1) Given the reactants [F:1][C:2]1[CH:10]=[C:9]([N+:11]([O-:13])=[O:12])[CH:8]=[CH:7][C:3]=1[C:4]([OH:6])=O.C(N(CC)CC)C.C(Cl)(=O)C(C)(C)C.[CH3:28][N:29]([CH2:37][CH2:38][CH2:39][NH:40][CH3:41])[C:30](=[O:36])[O:31][C:32]([CH3:35])([CH3:34])[CH3:33], predict the reaction product. The product is: [F:1][C:2]1[CH:10]=[C:9]([N+:11]([O-:13])=[O:12])[CH:8]=[CH:7][C:3]=1[C:4]([N:40]([CH3:41])[CH2:39][CH2:38][CH2:37][N:29]([CH3:28])[C:30](=[O:36])[O:31][C:32]([CH3:35])([CH3:33])[CH3:34])=[O:6]. (2) The product is: [Cl:38][C:19]1[CH:20]=[C:21]([CH:25]2[CH2:30][CH2:29][N:28]([C:31]([O:33][C:34]([CH3:35])([CH3:36])[CH3:37])=[O:32])[CH2:27][CH2:26]2)[N:22]=[C:23]2[N:24]=[C:13]([C:12]3[CH:15]=[CH:16][C:9]([CH2:8][O:1][C:2]4[CH:7]=[CH:6][CH:5]=[CH:4][CH:3]=4)=[CH:10][CH:11]=3)[NH:17][C:18]=12. Given the reactants [O:1]([CH2:8][C:9]1[CH:16]=[CH:15][C:12]([CH:13]=O)=[CH:11][CH:10]=1)[C:2]1[CH:7]=[CH:6][CH:5]=[CH:4][CH:3]=1.[NH2:17][C:18]1[C:19]([Cl:38])=[CH:20][C:21]([CH:25]2[CH2:30][CH2:29][N:28]([C:31]([O:33][C:34]([CH3:37])([CH3:36])[CH3:35])=[O:32])[CH2:27][CH2:26]2)=[N:22][C:23]=1[NH2:24].C(OI(C1C=CC=CC=1)OC(=O)C)(=O)C, predict the reaction product. (3) The product is: [Br:11][C:12]1[CH:17]=[CH:16][C:15]([C:18]2[O:1][N:2]=[C:3]([C:4]3[CH:5]=[N:6][CH:7]=[CH:8][CH:9]=3)[CH:19]=2)=[CH:14][CH:13]=1. Given the reactants [OH:1][N:2]=[C:3](Cl)[C:4]1[CH:9]=[CH:8][CH:7]=[N:6][CH:5]=1.[Br:11][C:12]1[CH:17]=[CH:16][C:15]([C:18]#[CH:19])=[CH:14][CH:13]=1.N, predict the reaction product. (4) Given the reactants N#N.[Br:3][C:4]1[CH:9]=[C:8]([CH:10]=[O:11])[CH:7]=[CH:6][N:5]=1.[BH4-].[Na+].O, predict the reaction product. The product is: [Br:3][C:4]1[CH:9]=[C:8]([CH2:10][OH:11])[CH:7]=[CH:6][N:5]=1. (5) Given the reactants [OH-].[Na+].[NH2:3][S:4]([CH2:7][CH2:8][CH2:9][CH2:10][N:11]([CH3:45])[CH2:12][CH2:13][N:14]([CH3:44])[C@@H:15]1[CH2:22][N:21]2[C:23]3[CH:24]=[C:25]([C:36]([O:38]C)=[O:37])[CH:26]=[CH:27][C:28]=3[C:29]([CH:30]3[CH2:35][CH2:34][CH2:33][CH2:32][CH2:31]3)=[C:20]2[C:19]2[CH:40]=[CH:41][CH:42]=[CH:43][C:18]=2[O:17][CH2:16]1)(=[O:6])=[O:5], predict the reaction product. The product is: [NH2:3][S:4]([CH2:7][CH2:8][CH2:9][CH2:10][N:11]([CH3:45])[CH2:12][CH2:13][N:14]([CH3:44])[C@@H:15]1[CH2:22][N:21]2[C:23]3[CH:24]=[C:25]([C:36]([OH:38])=[O:37])[CH:26]=[CH:27][C:28]=3[C:29]([CH:30]3[CH2:35][CH2:34][CH2:33][CH2:32][CH2:31]3)=[C:20]2[C:19]2[CH:40]=[CH:41][CH:42]=[CH:43][C:18]=2[O:17][CH2:16]1)(=[O:5])=[O:6]. (6) Given the reactants [F:1][CH:2]1[CH2:8][N:7]([C:9]([O:11][C:12]([CH3:15])([CH3:14])[CH3:13])=[O:10])[CH2:6][CH2:5][CH:4](C(OCC)=O)[C:3]1=[O:21].O.[Li+].[Cl-], predict the reaction product. The product is: [F:1][CH:2]1[C:3](=[O:21])[CH2:4][CH2:5][CH2:6][N:7]([C:9]([O:11][C:12]([CH3:15])([CH3:14])[CH3:13])=[O:10])[CH2:8]1. (7) The product is: [CH3:1][O:2][C:3]([C:5]1[N:6]([N:11]=[CH:22][C:21]2[CH:24]=[CH:25][C:18]([C:12]3[CH:13]=[CH:14][CH:15]=[CH:16][CH:17]=3)=[CH:19][CH:20]=2)[CH:7]=[C:8]([Cl:10])[CH:9]=1)=[O:4]. Given the reactants [CH3:1][O:2][C:3]([C:5]1[N:6]([NH2:11])[CH:7]=[C:8]([Cl:10])[CH:9]=1)=[O:4].[C:12]1([C:18]2[CH:25]=[CH:24][C:21]([CH:22]=O)=[CH:20][CH:19]=2)[CH:17]=[CH:16][CH:15]=[CH:14][CH:13]=1, predict the reaction product. (8) The product is: [CH:2]([CH:3]1[CH2:8][CH2:7][CH2:6][CH:5]([NH:9][C:10](=[O:16])[O:11][C:12]([CH3:14])([CH3:13])[CH3:15])[CH2:4]1)=[O:1]. Given the reactants [OH:1][CH2:2][CH:3]1[CH2:8][CH2:7][CH2:6][CH:5]([NH:9][C:10](=[O:16])[O:11][C:12]([CH3:15])([CH3:14])[CH3:13])[CH2:4]1.CC(OI1(OC(C)=O)(OC(C)=O)OC(=O)C2C=CC=CC1=2)=O, predict the reaction product. (9) Given the reactants [NH2:1][C:2]1[CH:19]=[CH:18][C:5]([O:6][C:7]2[CH:8]=[CH:9][C:10]([F:17])=[C:11]([CH:16]=2)[C:12]([O:14][CH3:15])=[O:13])=[C:4]([Cl:20])[CH:3]=1.[C:21]([O:29][CH2:30][CH2:31][N:32]1[C:40]2[C:39](Cl)=[N:38][CH:37]=[N:36][C:35]=2[CH:34]=[CH:33]1)(=[O:28])[C:22]1[CH:27]=[CH:26][CH:25]=[CH:24][CH:23]=1, predict the reaction product. The product is: [C:21]([O:29][CH2:30][CH2:31][N:32]1[C:40]2[C:39]([NH:1][C:2]3[CH:19]=[CH:18][C:5]([O:6][C:7]4[CH:8]=[CH:9][C:10]([F:17])=[C:11]([CH:16]=4)[C:12]([O:14][CH3:15])=[O:13])=[C:4]([Cl:20])[CH:3]=3)=[N:38][CH:37]=[N:36][C:35]=2[CH:34]=[CH:33]1)(=[O:28])[C:22]1[CH:27]=[CH:26][CH:25]=[CH:24][CH:23]=1.